This data is from Buchwald-Hartwig C-N cross coupling reaction yields with 55,370 reactions. The task is: Predict the reaction yield, written as a fraction of the theoretical maximum amount of product (1.0 means a 100% yield; for example, 0.34 means a 34% yield). (1) The reactants are Ic1cccnc1.Cc1ccc(N)cc1.O=S(=O)(O[Pd]1c2ccccc2-c2ccccc2N~1)C(F)(F)F.CC(C)c1cc(C(C)C)c(-c2ccccc2P(C(C)(C)C)C(C)(C)C)c(C(C)C)c1.CCN=P(N=P(N(C)C)(N(C)C)N(C)C)(N(C)C)N(C)C.c1ccc(CN(Cc2ccccc2)c2ccno2)cc1. No catalyst specified. The product is Cc1ccc(Nc2cccnc2)cc1. The yield is 0.206. (2) The reactants are FC(F)(F)c1ccc(Cl)cc1.Cc1ccc(N)cc1.O=S(=O)(O[Pd]1c2ccccc2-c2ccccc2N~1)C(F)(F)F.CC(C)c1cc(C(C)C)c(-c2ccccc2P(C2CCCCC2)C2CCCCC2)c(C(C)C)c1.CN(C)C(=NC(C)(C)C)N(C)C.CCOC(=O)c1cnoc1. No catalyst specified. The product is Cc1ccc(Nc2ccc(C(F)(F)F)cc2)cc1. The yield is 0.00758. (3) The reactants are COc1ccc(I)cc1.Cc1ccc(N)cc1.O=S(=O)(O[Pd]1c2ccccc2-c2ccccc2N~1)C(F)(F)F.COc1ccc(OC)c(P([C@]23C[C@H]4C[C@H](C[C@H](C4)C2)C3)[C@]23C[C@H]4C[C@H](C[C@H](C4)C2)C3)c1-c1c(C(C)C)cc(C(C)C)cc1C(C)C.CCN=P(N=P(N(C)C)(N(C)C)N(C)C)(N(C)C)N(C)C.c1ccc2oncc2c1. No catalyst specified. The product is COc1ccc(Nc2ccc(C)cc2)cc1. The yield is 0.283. (4) The reactants are Brc1cccnc1.Cc1ccc(N)cc1.O=S(=O)(O[Pd]1c2ccccc2-c2ccccc2N~1)C(F)(F)F.CC(C)c1cc(C(C)C)c(-c2ccccc2P(C(C)(C)C)C(C)(C)C)c(C(C)C)c1.CCN=P(N=P(N(C)C)(N(C)C)N(C)C)(N(C)C)N(C)C.Cc1cc(-c2ccccc2)on1. No catalyst specified. The product is Cc1ccc(Nc2cccnc2)cc1. The yield is 0.713. (5) The reactants are COc1ccc(Br)cc1.Cc1ccc(N)cc1.O=S(=O)(O[Pd]1c2ccccc2-c2ccccc2N~1)C(F)(F)F.COc1ccc(OC)c(P(C(C)(C)C)C(C)(C)C)c1-c1c(C(C)C)cc(C(C)C)cc1C(C)C.CN1CCCN2CCCN=C12.c1ccc(CN(Cc2ccccc2)c2ccon2)cc1. No catalyst specified. The product is COc1ccc(Nc2ccc(C)cc2)cc1. The yield is 0.678. (6) The yield is 0.0317. The product is Cc1ccc(Nc2cccnc2)cc1. No catalyst specified. The reactants are Clc1cccnc1.Cc1ccc(N)cc1.O=S(=O)(O[Pd]1c2ccccc2-c2ccccc2N~1)C(F)(F)F.CC(C)c1cc(C(C)C)c(-c2ccccc2P(C2CCCCC2)C2CCCCC2)c(C(C)C)c1.CCN=P(N=P(N(C)C)(N(C)C)N(C)C)(N(C)C)N(C)C.COC(=O)c1cc(-c2ccco2)on1.